From a dataset of NCI-60 drug combinations with 297,098 pairs across 59 cell lines. Regression. Given two drug SMILES strings and cell line genomic features, predict the synergy score measuring deviation from expected non-interaction effect. (1) Drug 1: C1=NC2=C(N1)C(=S)N=CN2. Drug 2: CC1C(C(CC(O1)OC2CC(CC3=C2C(=C4C(=C3O)C(=O)C5=CC=CC=C5C4=O)O)(C(=O)C)O)N)O. Cell line: U251. Synergy scores: CSS=37.4, Synergy_ZIP=-4.30, Synergy_Bliss=-4.92, Synergy_Loewe=-2.28, Synergy_HSA=-1.24. (2) Drug 1: C1CC(C1)(C(=O)O)C(=O)O.[NH2-].[NH2-].[Pt+2]. Drug 2: CCCCCOC(=O)NC1=NC(=O)N(C=C1F)C2C(C(C(O2)C)O)O. Cell line: NCI-H522. Synergy scores: CSS=1.52, Synergy_ZIP=-0.318, Synergy_Bliss=1.45, Synergy_Loewe=-3.91, Synergy_HSA=-1.58. (3) Drug 1: CN1C(=O)N2C=NC(=C2N=N1)C(=O)N. Drug 2: C(CCl)NC(=O)N(CCCl)N=O. Cell line: M14. Synergy scores: CSS=5.51, Synergy_ZIP=-2.04, Synergy_Bliss=1.62, Synergy_Loewe=-1.29, Synergy_HSA=0.174. (4) Drug 1: CC1=CC=C(C=C1)C2=CC(=NN2C3=CC=C(C=C3)S(=O)(=O)N)C(F)(F)F. Drug 2: CC12CCC3C(C1CCC2O)C(CC4=C3C=CC(=C4)O)CCCCCCCCCS(=O)CCCC(C(F)(F)F)(F)F. Cell line: IGROV1. Synergy scores: CSS=-3.74, Synergy_ZIP=2.29, Synergy_Bliss=0.945, Synergy_Loewe=-4.14, Synergy_HSA=-3.63. (5) Drug 1: C1C(C(OC1N2C=NC3=C(N=C(N=C32)Cl)N)CO)O. Drug 2: CC1=C(C(CCC1)(C)C)C=CC(=CC=CC(=CC(=O)O)C)C. Cell line: 786-0. Synergy scores: CSS=16.8, Synergy_ZIP=-6.25, Synergy_Bliss=-1.75, Synergy_Loewe=-15.2, Synergy_HSA=-2.72. (6) Drug 1: COC1=C(C=C2C(=C1)N=CN=C2NC3=CC(=C(C=C3)F)Cl)OCCCN4CCOCC4. Drug 2: CCC(=C(C1=CC=CC=C1)C2=CC=C(C=C2)OCCN(C)C)C3=CC=CC=C3.C(C(=O)O)C(CC(=O)O)(C(=O)O)O. Cell line: HCC-2998. Synergy scores: CSS=15.7, Synergy_ZIP=4.05, Synergy_Bliss=8.87, Synergy_Loewe=5.91, Synergy_HSA=7.12.